Dataset: NCI-60 drug combinations with 297,098 pairs across 59 cell lines. Task: Regression. Given two drug SMILES strings and cell line genomic features, predict the synergy score measuring deviation from expected non-interaction effect. (1) Drug 1: C1CN(CCN1C(=O)CCBr)C(=O)CCBr. Drug 2: N.N.Cl[Pt+2]Cl. Cell line: BT-549. Synergy scores: CSS=24.8, Synergy_ZIP=-11.4, Synergy_Bliss=-2.23, Synergy_Loewe=0.296, Synergy_HSA=1.56. (2) Drug 1: CC(CN1CC(=O)NC(=O)C1)N2CC(=O)NC(=O)C2. Drug 2: C1=NC2=C(N=C(N=C2N1C3C(C(C(O3)CO)O)F)Cl)N. Cell line: MALME-3M. Synergy scores: CSS=25.3, Synergy_ZIP=-3.01, Synergy_Bliss=-1.06, Synergy_Loewe=-5.95, Synergy_HSA=-0.441. (3) Drug 1: CCCCCOC(=O)NC1=NC(=O)N(C=C1F)C2C(C(C(O2)C)O)O. Drug 2: C1CC(=O)NC(=O)C1N2C(=O)C3=CC=CC=C3C2=O. Cell line: HS 578T. Synergy scores: CSS=0.562, Synergy_ZIP=2.22, Synergy_Bliss=0.212, Synergy_Loewe=-3.22, Synergy_HSA=-3.94. (4) Drug 1: CC1=CC=C(C=C1)C2=CC(=NN2C3=CC=C(C=C3)S(=O)(=O)N)C(F)(F)F. Drug 2: CC1CCC2CC(C(=CC=CC=CC(CC(C(=O)C(C(C(=CC(C(=O)CC(OC(=O)C3CCCCN3C(=O)C(=O)C1(O2)O)C(C)CC4CCC(C(C4)OC)O)C)C)O)OC)C)C)C)OC. Cell line: SF-268. Synergy scores: CSS=-0.515, Synergy_ZIP=4.76, Synergy_Bliss=9.09, Synergy_Loewe=-1.05, Synergy_HSA=0.236. (5) Drug 1: C1=C(C(=O)NC(=O)N1)F. Drug 2: C1CC(=O)NC(=O)C1N2C(=O)C3=CC=CC=C3C2=O. Cell line: SN12C. Synergy scores: CSS=31.5, Synergy_ZIP=5.97, Synergy_Bliss=11.3, Synergy_Loewe=7.67, Synergy_HSA=12.0.